From a dataset of Tox21: 12 toxicity assays (nuclear receptors and stress response pathways). Binary classification across 12 toxicity assays. (1) The molecule is CCNc1nc(NC(C)C(C)C)nc(SC)n1. It tested positive (active) for: SR-MMP (Mitochondrial Membrane Potential disruption). (2) The drug is Nc1ccc(N=Nc2ccccc2)c(N)n1. It tested positive (active) for: NR-AhR (Aryl hydrocarbon Receptor agonist activity), NR-ER (Estrogen Receptor agonist activity), NR-ER-LBD (Estrogen Receptor Ligand Binding Domain agonist), SR-ARE (Antioxidant Response Element (oxidative stress)), SR-ATAD5 (ATAD5 genotoxicity (DNA damage)), SR-MMP (Mitochondrial Membrane Potential disruption), and SR-p53 (p53 tumor suppressor activation). (3) The compound is c1cc(CCCc2ccncc2)ccn1. It tested positive (active) for: NR-Aromatase (Aromatase enzyme inhibition).